This data is from Forward reaction prediction with 1.9M reactions from USPTO patents (1976-2016). The task is: Predict the product of the given reaction. (1) Given the reactants COC(=O)[C:4]1[CH:9]=[CH:8][C:7]([C:10]2[N:14]([C:15]3[CH:20]=[CH:19][C:18]([OH:21])=[CH:17][CH:16]=3)[C:13]3[CH:22]=[CH:23][CH:24]=[CH:25][C:12]=3[N:11]=2)=[CH:6][CH:5]=1.[O:27]1[CH:32]=[CH:31][CH2:30][CH2:29][CH2:28]1.C1COCC1.[C:38]([O:41][CH2:42]C)(=[O:40])C, predict the reaction product. The product is: [CH3:42][O:41][C:38](=[O:40])[C:7]1([C:10]2[N:14]([C:15]3[CH:20]=[CH:19][C:18]([O:21][CH:32]4[CH2:31][CH2:30][CH2:29][CH2:28][O:27]4)=[CH:17][CH:16]=3)[C:13]3[CH:22]=[CH:23][CH:24]=[CH:25][C:12]=3[N:11]=2)[CH:8]=[CH:9][CH:4]=[CH:5][CH2:6]1. (2) Given the reactants [CH3:1][CH:2]1[NH:7][CH2:6][CH2:5][N:4]([C:8]2[CH:15]=[CH:14][C:11]([C:12]#[N:13])=[CH:10][N:9]=2)[CH2:3]1.[C:16]([CH2:18][CH2:19][C:20]([CH3:25])([CH3:24])[C:21](O)=[O:22])#[N:17], predict the reaction product. The product is: [C:16]([CH2:18][CH2:19][C:20]([CH3:25])([CH3:24])[C:21]([N:7]1[CH2:6][CH2:5][N:4]([C:8]2[CH:15]=[CH:14][C:11]([C:12]#[N:13])=[CH:10][N:9]=2)[CH2:3][CH:2]1[CH3:1])=[O:22])#[N:17].